From a dataset of Cav3 T-type calcium channel HTS with 100,875 compounds. Binary Classification. Given a drug SMILES string, predict its activity (active/inactive) in a high-throughput screening assay against a specified biological target. (1) The compound is S(=O)(=O)(Nc1sc2c(n1)cccc2)c1ccc(NC(=O)C)cc1. The result is 0 (inactive). (2) The drug is s1c(N2CCOCC2)c(cc1C(=O)NCc1occc1)c1ccccc1. The result is 0 (inactive). (3) The drug is S(=O)(=O)(N1CCC(CC1)C(=O)NC1CCCCCCC1)N1CCCC1. The result is 0 (inactive).